From a dataset of Full USPTO retrosynthesis dataset with 1.9M reactions from patents (1976-2016). Predict the reactants needed to synthesize the given product. (1) Given the product [F:7][C:8]1[CH:13]=[CH:12][C:11]([N:4]2[CH:5]=[CH:6][C:2]([I:1])=[N:3]2)=[CH:10][CH:9]=1, predict the reactants needed to synthesize it. The reactants are: [I:1][C:2]1[CH:6]=[CH:5][NH:4][N:3]=1.[F:7][C:8]1[CH:13]=[CH:12][C:11](B(O)O)=[CH:10][CH:9]=1. (2) Given the product [F:49][C:45]1[CH:44]=[C:43]2[C:48]([C:40]([C:37]3[CH:36]=[CH:35][C:34]([S:31]([NH:30][CH2:29][CH2:28][NH:27][C:24](=[O:26])[CH3:25])(=[O:32])=[O:33])=[N:39][CH:38]=3)=[CH:41][NH:42]2)=[CH:47][CH:46]=1, predict the reactants needed to synthesize it. The reactants are: FC1C=C2C(C(C3C=CC(N4CCC(N)CC4)=NC=3)=CN2)=CC=1.[C:24]([NH:27][CH2:28][CH2:29][NH:30][S:31]([C:34]1[N:39]=[CH:38][C:37]([C:40]2[C:48]3[C:43](=[CH:44][C:45]([F:49])=[CH:46][CH:47]=3)[N:42](C(OC(C)(C)C)=O)[CH:41]=2)=[CH:36][CH:35]=1)(=[O:33])=[O:32])(=[O:26])[CH3:25]. (3) Given the product [Cl:29][C:22]1[C:23]([NH:25][C:26](=[O:28])[CH3:27])=[CH:24][C:19]2[O:18][CH:17]([C:30]([N:32]3[CH2:37][CH2:36][C:35]([C:46]#[N:47])([CH2:38][C:39]4[CH:44]=[CH:43][C:42]([F:45])=[CH:41][CH:40]=4)[CH2:34][CH2:33]3)=[O:31])[CH2:16][NH:15][C:20]=2[CH:21]=1, predict the reactants needed to synthesize it. The reactants are: FC(F)(F)C(O)=O.C(OC([N:15]1[C:20]2[CH:21]=[C:22]([Cl:29])[C:23]([NH:25][C:26](=[O:28])[CH3:27])=[CH:24][C:19]=2[O:18][CH:17]([C:30]([N:32]2[CH2:37][CH2:36][C:35]([C:46]#[N:47])([CH2:38][C:39]3[CH:44]=[CH:43][C:42]([F:45])=[CH:41][CH:40]=3)[CH2:34][CH2:33]2)=[O:31])[CH2:16]1)=O)(C)(C)C.